This data is from Catalyst prediction with 721,799 reactions and 888 catalyst types from USPTO. The task is: Predict which catalyst facilitates the given reaction. (1) Reactant: C(OC(=O)[NH:10][C@H:11]([C:26]([NH:28][CH2:29][CH:30]([OH:79])[CH2:31][NH:32][C:33](=[O:78])[CH2:34][C@H:35]1[NH:53][C:52](=[O:54])[C@H:51]([CH2:55][CH2:56][CH2:57][NH:58][C:59]([O:61][C:62]([CH3:65])([CH3:64])[CH3:63])=[O:60])[NH:50][C:49](=[O:66])[C@@H:48]([NH:67][C:68]([O:70][C:71]([CH3:74])([CH3:73])[CH3:72])=[O:69])[CH2:47][C:46]2[CH:75]=[C:42]([CH:43]=[CH:44][C:45]=2[OH:76])[C:41]2=[CH:77][C:37](=[CH:38][CH:39]=[CH:40]2)[CH2:36]1)=[O:27])[CH2:12][CH2:13][CH2:14][NH:15]C(OCC1C=CC=CC=1)=O)C1C=CC=CC=1. Product: [C:71]([O:70][C:68]([NH:67][C@H:48]1[CH2:47][C:46]2[CH:75]=[C:42]([CH:43]=[CH:44][C:45]=2[OH:76])[C:41]2=[CH:77][C:37](=[CH:38][CH:39]=[CH:40]2)[CH2:36][C@@H:35]([CH2:34][C:33]([NH:32][CH2:31][CH:30]([OH:79])[CH2:29][NH:28][C:26](=[O:27])[C@H:11]([CH2:12][CH2:13][CH2:14][NH2:15])[NH2:10])=[O:78])[NH:53][C:52](=[O:54])[C@H:51]([CH2:55][CH2:56][CH2:57][NH:58][C:59](=[O:60])[O:61][C:62]([CH3:65])([CH3:64])[CH3:63])[NH:50][C:49]1=[O:66])=[O:69])([CH3:74])([CH3:72])[CH3:73]. The catalyst class is: 63. (2) Reactant: [OH-].[Na+].[CH:3]1([C:6]2[C:11]([C:12]3[CH:17]=[CH:16][C:15]([F:18])=[CH:14][CH:13]=3)=[C:10]([F:19])[C:9]([O:20][CH2:21][CH3:22])=[C:8]([CH2:23][N:24]3[CH2:29][CH2:28][CH:27]([N:30]4[CH2:39][CH2:38][C:37]5[N:36]=[C:35]([CH3:40])[C:34]([C:41]([O:43]C)=[O:42])=[CH:33][C:32]=5[C:31]4=[O:45])[CH2:26][CH2:25]3)[CH:7]=2)[CH2:5][CH2:4]1.Cl. Product: [CH:3]1([C:6]2[C:11]([C:12]3[CH:17]=[CH:16][C:15]([F:18])=[CH:14][CH:13]=3)=[C:10]([F:19])[C:9]([O:20][CH2:21][CH3:22])=[C:8]([CH2:23][N:24]3[CH2:25][CH2:26][CH:27]([N:30]4[CH2:39][CH2:38][C:37]5[N:36]=[C:35]([CH3:40])[C:34]([C:41]([OH:43])=[O:42])=[CH:33][C:32]=5[C:31]4=[O:45])[CH2:28][CH2:29]3)[CH:7]=2)[CH2:5][CH2:4]1. The catalyst class is: 5. (3) Reactant: [F:1][C:2]1[CH:3]=[C:4]2[C:9](=[CH:10][CH:11]=1)[O:8][CH2:7][CH2:6][C:5]2=[O:12].[Br:13]Br. Product: [Br:13][CH:6]1[C:5](=[O:12])[C:4]2[C:9](=[CH:10][CH:11]=[C:2]([F:1])[CH:3]=2)[O:8][CH2:7]1. The catalyst class is: 15. (4) Reactant: Cl[C:2]1[C:7]([Cl:8])=[CH:6][N:5]=[C:4]([S:9][CH3:10])[N:3]=1.[IH:11]. Product: [Cl:8][C:7]1[C:2]([I:11])=[N:3][C:4]([S:9][CH3:10])=[N:5][CH:6]=1. The catalyst class is: 25. (5) Reactant: [Cl:1][C:2]1[CH:7]=[C:6]([N+:8]([O-:10])=[O:9])[CH:5]=[CH:4][C:3]=1[N:11]1[CH2:16][CH2:15][N:14]([C:17]([C:19]2[C:20]([C:25]3[CH:34]=[CH:33][CH:32]=[CH:31][C:26]=3[C:27]([O:29]C)=[O:28])=[N:21][O:22][C:23]=2[CH3:24])=[O:18])[CH2:13][CH2:12]1.[OH-].[Na+].C(OCC)(=O)C. Product: [Cl:1][C:2]1[CH:7]=[C:6]([N+:8]([O-:10])=[O:9])[CH:5]=[CH:4][C:3]=1[N:11]1[CH2:16][CH2:15][N:14]([C:17]([C:19]2[C:20]([C:25]3[CH:34]=[CH:33][CH:32]=[CH:31][C:26]=3[C:27]([OH:29])=[O:28])=[N:21][O:22][C:23]=2[CH3:24])=[O:18])[CH2:13][CH2:12]1. The catalyst class is: 24. (6) Reactant: Cl[CH2:2][C:3]1[N:4]=[C:5]([C:18]2[CH:23]=[CH:22][C:21]([Cl:24])=[CH:20][CH:19]=2)[N:6]([C:8]2[CH:13]=[CH:12][C:11]([S:14]([CH3:17])(=[O:16])=[O:15])=[CH:10][CH:9]=2)[CH:7]=1.[Cl:25][C:26]1[CH:31]=[CH:30][CH:29]=[CH:28][C:27]=1[SH:32].C(=O)([O-])[O-].[K+].[K+]. Product: [Cl:24][C:21]1[CH:22]=[CH:23][C:18]([C:5]2[N:6]([C:8]3[CH:13]=[CH:12][C:11]([S:14]([CH3:17])(=[O:15])=[O:16])=[CH:10][CH:9]=3)[CH:7]=[C:3]([CH2:2][S:32][C:27]3[CH:28]=[CH:29][CH:30]=[CH:31][C:26]=3[Cl:25])[N:4]=2)=[CH:19][CH:20]=1. The catalyst class is: 9.